Dataset: Full USPTO retrosynthesis dataset with 1.9M reactions from patents (1976-2016). Task: Predict the reactants needed to synthesize the given product. (1) Given the product [F:23][C:24]([F:28])([F:27])[CH2:25][NH:26][C:19]([C:6]1([CH2:5][CH2:4][CH2:3][CH2:2][Br:1])[C:18]2[CH:17]=[CH:16][CH:15]=[CH:14][C:13]=2[C:12]2[C:7]1=[CH:8][CH:9]=[CH:10][CH:11]=2)=[O:20], predict the reactants needed to synthesize it. The reactants are: [Br:1][CH2:2][CH2:3][CH2:4][CH2:5][C:6]1([C:19](Cl)=[O:20])[C:18]2[CH:17]=[CH:16][CH:15]=[CH:14][C:13]=2[C:12]2[C:7]1=[CH:8][CH:9]=[CH:10][CH:11]=2.Cl.[F:23][C:24]([F:28])([F:27])[CH2:25][NH2:26].C(N(CC)CC)C. (2) Given the product [Br:1][C:2]1[C:3]([F:12])=[C:4]([CH2:5][OH:6])[CH:7]=[CH:8][C:9]=1[O:10][CH3:11], predict the reactants needed to synthesize it. The reactants are: [Br:1][C:2]1[C:3]([F:12])=[C:4]([CH:7]=[CH:8][C:9]=1[O:10][CH3:11])[CH:5]=[O:6].CO.[BH4-].[Na+].